This data is from Forward reaction prediction with 1.9M reactions from USPTO patents (1976-2016). The task is: Predict the product of the given reaction. (1) The product is: [CH2:1]([O:3][C:4](=[O:21])[CH2:5][O:6][C:7]1[CH:12]=[CH:11][C:10]([NH2:13])=[CH:9][C:8]=1[CH2:16][CH2:17][CH2:18][O:19][CH3:20])[CH3:2]. Given the reactants [CH2:1]([O:3][C:4](=[O:21])[CH2:5][O:6][C:7]1[CH:12]=[CH:11][C:10]([N+:13]([O-])=O)=[CH:9][C:8]=1[CH2:16][CH2:17][CH2:18][O:19][CH3:20])[CH3:2], predict the reaction product. (2) Given the reactants [C:1]([NH:4][C:5]1[CH:10]=[C:9]([C:11]#[C:12][C:13]2[C:18]([NH:19]C(=O)C(F)(F)F)=[CH:17][C:16]([Br:26])=[CH:15][N:14]=2)[CH:8]=[CH:7][N:6]=1)(=[O:3])[CH3:2].Br[C:28]1[CH:33]=[CH:32][C:31]([O:34][CH3:35])=[CH:30][N:29]=1.C(=O)([O-])[O-].[Cs+].[Cs+].C(Cl)Cl, predict the reaction product. The product is: [Br:26][C:16]1[CH:17]=[C:18]2[NH:19][C:11]([C:9]3[CH:8]=[CH:7][N:6]=[C:5]([NH:4][C:1](=[O:3])[CH3:2])[CH:10]=3)=[C:12]([C:28]3[CH:33]=[CH:32][C:31]([O:34][CH3:35])=[CH:30][N:29]=3)[C:13]2=[N:14][CH:15]=1. (3) Given the reactants Br[C:2]1[S:3][C:4]([S:17](=[O:25])(=[O:24])[NH:18][C:19]2[NH:23][N:22]=[N:21][N:20]=2)=[CH:5][C:6]=1[C:7]1[S:11][C:10]([NH:12][C:13](=[O:15])[CH3:14])=[N:9][C:8]=1[CH3:16].C([Li])CCC, predict the reaction product. The product is: [CH3:16][C:8]1[N:9]=[C:10]([NH:12][C:13](=[O:15])[CH3:14])[S:11][C:7]=1[C:6]1[CH:5]=[C:4]([S:17]([NH:18][C:19]2[NH:23][N:22]=[N:21][N:20]=2)(=[O:24])=[O:25])[S:3][CH:2]=1. (4) Given the reactants [Cl:1][C:2]1[CH:7]=[CH:6][N:5]=[C:4]([C:8]([O:10][CH2:11][CH3:12])=[O:9])[CH:3]=1.ClC1C=CC=C(C(OO)=[O:21])C=1, predict the reaction product. The product is: [Cl:1][C:2]1[CH:3]=[C:4]([C:8]([O:10][CH2:11][CH3:12])=[O:9])[N+:5]([O-:21])=[CH:6][CH:7]=1. (5) Given the reactants CCN=C=N[CH2:6][CH2:7][CH2:8]N(C)C.C1C=C[C:15]2N(O)N=[N:18][C:16]=2[CH:17]=1.CN(C=O)C.[CH3:27][C:28](N(C)C)=O, predict the reaction product. The product is: [CH3:27][CH2:28][N:18]([CH:16]([CH3:15])[CH3:17])[CH:7]([CH3:8])[CH3:6].